Dataset: Reaction yield outcomes from USPTO patents with 853,638 reactions. Task: Predict the reaction yield, written as a fraction of the theoretical maximum amount of product (1.0 means a 100% yield; for example, 0.34 means a 34% yield). The reactants are [NH2:1][C:2]1[CH:10]=[CH:9][C:5]([C:6]([OH:8])=[O:7])=[CH:4][C:3]=1[OH:11].[CH:12](OC)(OC)OC. The catalyst is CO. The product is [O:11]1[C:3]2[CH:4]=[C:5]([C:6]([OH:8])=[O:7])[CH:9]=[CH:10][C:2]=2[N:1]=[CH:12]1. The yield is 0.890.